From a dataset of Reaction yield outcomes from USPTO patents with 853,638 reactions. Predict the reaction yield, written as a fraction of the theoretical maximum amount of product (1.0 means a 100% yield; for example, 0.34 means a 34% yield). (1) The reactants are [C:1]([O:5][C:6]([N:8]1[CH2:13][CH2:12][CH:11]([C:14]2[CH:19]=[CH:18][C:17]([NH2:20])=[C:16](Br)[CH:15]=2)[CH2:10][CH2:9]1)=[O:7])([CH3:4])([CH3:3])[CH3:2].[C:22]1(B(O)O)[CH2:27][CH2:26][CH2:25][CH2:24][CH:23]=1.C([O-])([O-])=O.[Na+].[Na+].C(O)C. The catalyst is C1C=CC([P]([Pd]([P](C2C=CC=CC=2)(C2C=CC=CC=2)C2C=CC=CC=2)([P](C2C=CC=CC=2)(C2C=CC=CC=2)C2C=CC=CC=2)[P](C2C=CC=CC=2)(C2C=CC=CC=2)C2C=CC=CC=2)(C2C=CC=CC=2)C2C=CC=CC=2)=CC=1.CCOC(C)=O.C1(C)C=CC=CC=1. The product is [C:1]([O:5][C:6]([N:8]1[CH2:13][CH2:12][CH:11]([C:14]2[CH:19]=[CH:18][C:17]([NH2:20])=[C:16]([C:22]3[CH2:27][CH2:26][CH2:25][CH2:24][CH:23]=3)[CH:15]=2)[CH2:10][CH2:9]1)=[O:7])([CH3:4])([CH3:3])[CH3:2]. The yield is 0.850. (2) The reactants are [ClH:1].C(OC([NH:9][CH2:10][CH2:11][C:12]([NH:14][CH2:15][C:16]1[CH:24]=[CH:23][CH:22]=[C:21]2[C:17]=1[C:18](=[O:34])[N:19]([CH:26]1[CH2:31][CH2:30][C:29](=[O:32])[NH:28][C:27]1=[O:33])[C:20]2=[O:25])=[O:13])=O)(C)(C)C. The catalyst is O1CCOCC1.C(Cl)Cl. The product is [ClH:1].[NH2:9][CH2:10][CH2:11][C:12]([NH:14][CH2:15][C:16]1[CH:24]=[CH:23][CH:22]=[C:21]2[C:17]=1[C:18](=[O:34])[N:19]([CH:26]1[CH2:31][CH2:30][C:29](=[O:32])[NH:28][C:27]1=[O:33])[C:20]2=[O:25])=[O:13]. The yield is 0.790. (3) The reactants are [Cl:1][CH2:2][CH2:3][CH2:4][CH:5]1[O:10][C:9]2[CH:11]=[CH:12][CH:13]=[CH:14][C:8]=2[N:7]([C:15]2[CH:20]=[CH:19][CH:18]=[CH:17][CH:16]=2)[S:6]1(=[O:22])=[O:21].[CH3:23][NH:24][CH2:25][C:26]1[CH:31]=[CH:30][CH:29]=[CH:28][CH:27]=1. The catalyst is O. The product is [ClH:1].[CH2:25]([N:24]([CH3:23])[CH2:2][CH2:3][CH2:4][CH:5]1[O:10][C:9]2[CH:11]=[CH:12][CH:13]=[CH:14][C:8]=2[N:7]([C:15]2[CH:20]=[CH:19][CH:18]=[CH:17][CH:16]=2)[S:6]1(=[O:22])=[O:21])[C:26]1[CH:31]=[CH:30][CH:29]=[CH:28][CH:27]=1. The yield is 0.500. (4) The reactants are C(OC([N:8]1[CH2:13][CH2:12][N:11]([CH2:14][CH2:15][CH2:16][O:17][C:18]2[CH:23]=[CH:22][C:21]([C:24]3[NH:28][C:27]4[CH:29]=[C:30]([F:34])[C:31]([Cl:33])=[CH:32][C:26]=4[N:25]=3)=[CH:20][C:19]=2[Cl:35])[CH2:10][CH2:9]1)=O)(C)(C)C.C(OC(N1CCN(CCCOC2C=CC(C=O)=CC=2Cl)CC1)=O)(C)(C)C.ClC1C=C(N)C(N)=CC=1F. No catalyst specified. The product is [Cl:33][C:31]1[C:30]([F:34])=[CH:29][C:27]2[NH:28][C:24]([C:21]3[CH:22]=[CH:23][C:18]([O:17][CH2:16][CH2:15][CH2:14][N:11]4[CH2:10][CH2:9][NH:8][CH2:13][CH2:12]4)=[C:19]([Cl:35])[CH:20]=3)=[N:25][C:26]=2[CH:32]=1. The yield is 0.150. (5) The reactants are [H-].[H-].[H-].[H-].[Li+].[Al+3].[CH3:7][CH:8]([CH2:36][CH2:37][CH2:38][CH:39]([CH3:41])[CH3:40])[CH2:9][CH2:10][O:11][C:12]1[CH:17]=[CH:16][C:15]([C:18]2[CH:28]=[C:27]([C:29](OCC)=[O:30])[C:26]([O:34][CH3:35])=[CH:25][C:19]=2[C:20](OCC)=[O:21])=[CH:14][CH:13]=1.O.[OH-].[Na+]. The catalyst is C1COCC1. The product is [OH:21][CH2:20][C:19]1[CH:25]=[C:26]([O:34][CH3:35])[C:27]([CH2:29][OH:30])=[CH:28][C:18]=1[C:15]1[CH:14]=[CH:13][C:12]([O:11][CH2:10][CH2:9][CH:8]([CH3:7])[CH2:36][CH2:37][CH2:38][CH:39]([CH3:41])[CH3:40])=[CH:17][CH:16]=1. The yield is 0.930. (6) The reactants are [OH:1][CH2:2][C@@H:3]1[CH2:8][N:7]([CH2:9][C:10]([N:12]2[C:20]3[C:15](=[CH:16][CH:17]=[CH:18][CH:19]=3)[CH2:14][CH2:13]2)=[O:11])[CH2:6][CH2:5][O:4]1.[Cl:21][C:22]1[CH:23]=[C:24](O)[CH:25]=[CH:26][CH:27]=1.C1(P(C2C=CC=CC=2)C2C=CC=CC=2)C=CC=CC=1.CCOC(/N=N/C(OCC)=O)=O. The catalyst is C1COCC1. The product is [Cl:21][C:22]1[CH:27]=[C:26]([CH:25]=[CH:24][CH:23]=1)[O:1][CH2:2][C@@H:3]1[CH2:8][N:7]([CH2:9][C:10]([N:12]2[C:20]3[C:15](=[CH:16][CH:17]=[CH:18][CH:19]=3)[CH2:14][CH2:13]2)=[O:11])[CH2:6][CH2:5][O:4]1. The yield is 0.650. (7) The reactants are [CH3:1][C:2]1[C:10]2[C:5](=[CH:6][C:7](/[CH:26]=[CH:27]/[C:28]([O:30][CH2:31][CH3:32])=[O:29])=[CH:8][C:9]=2[C:11]([NH:13][CH2:14][C:15]2[C:16](=[O:25])[NH:17][C:18]([CH3:24])=[CH:19][C:20]=2[CH2:21][CH2:22][CH3:23])=[O:12])[N:4]([CH:33]([CH3:35])[CH3:34])[CH:3]=1. The catalyst is C(O)C. The product is [CH3:1][C:2]1[C:10]2[C:5](=[CH:6][C:7]([CH2:26][CH2:27][C:28]([O:30][CH2:31][CH3:32])=[O:29])=[CH:8][C:9]=2[C:11]([NH:13][CH2:14][C:15]2[C:16](=[O:25])[NH:17][C:18]([CH3:24])=[CH:19][C:20]=2[CH2:21][CH2:22][CH3:23])=[O:12])[N:4]([CH:33]([CH3:35])[CH3:34])[CH:3]=1. The yield is 0.581. (8) The reactants are [Br:1][C:2]1[CH:10]=[CH:9][C:5]([CH2:6][CH2:7][NH2:8])=[CH:4][CH:3]=1.C(N(CC)CC)C.[CH3:18][S:19](Cl)(=[O:21])=[O:20]. The catalyst is ClCCl. The product is [Br:1][C:2]1[CH:10]=[CH:9][C:5]([CH2:6][CH2:7][NH:8][S:19]([CH3:18])(=[O:21])=[O:20])=[CH:4][CH:3]=1. The yield is 1.00. (9) The reactants are [Cl:1][C:2]1[CH:11]=[CH:10][CH:9]=[C:8]2[C:3]=1[C:4](=[O:28])[N:5]([C:22]1[CH:27]=[CH:26][CH:25]=[CH:24][CH:23]=1)[C:6]([C@@H:12]([NH:14]C(=O)OC(C)(C)C)[CH3:13])=[N:7]2.Cl. The catalyst is CCOC(C)=O. The product is [NH2:14][C@H:12]([C:6]1[N:5]([C:22]2[CH:23]=[CH:24][CH:25]=[CH:26][CH:27]=2)[C:4](=[O:28])[C:3]2[C:8](=[CH:9][CH:10]=[CH:11][C:2]=2[Cl:1])[N:7]=1)[CH3:13]. The yield is 0.920.